This data is from Forward reaction prediction with 1.9M reactions from USPTO patents (1976-2016). The task is: Predict the product of the given reaction. (1) Given the reactants [Cl:1][C:2]1[C:7]([Cl:8])=[CH:6][CH:5]=[CH:4][C:3]=1[S:9]([NH:12][C:13]1[CH:18]=[CH:17][C:16]([N+:19]([O-])=O)=[CH:15][C:14]=1[F:22])(=[O:11])=[O:10], predict the reaction product. The product is: [NH2:19][C:16]1[CH:17]=[CH:18][C:13]([NH:12][S:9]([C:3]2[CH:4]=[CH:5][CH:6]=[C:7]([Cl:8])[C:2]=2[Cl:1])(=[O:11])=[O:10])=[C:14]([F:22])[CH:15]=1. (2) Given the reactants [CH2:1]([CH:3]([O:6][C:7]1[CH:12]=[C:11]([CH3:13])[N:10]=[C:9]([O:14][C:15]2[C:20]([CH3:21])=[CH:19][C:18]([CH3:22])=[CH:17][C:16]=2[CH3:23])[C:8]=1[NH2:24])[CH2:4][CH3:5])[CH3:2].[C:25]1(=[O:31])[O:30][C:28](=[O:29])[CH2:27][CH2:26]1.C(N(CC)CC)C, predict the reaction product. The product is: [CH2:1]([CH:3]([O:6][C:7]1[CH:12]=[C:11]([CH3:13])[N:10]=[C:9]([O:14][C:15]2[C:20]([CH3:21])=[CH:19][C:18]([CH3:22])=[CH:17][C:16]=2[CH3:23])[C:8]=1[NH:24][C:25](=[O:31])[CH2:26][CH2:27][C:28]([OH:30])=[O:29])[CH2:4][CH3:5])[CH3:2].